Dataset: Full USPTO retrosynthesis dataset with 1.9M reactions from patents (1976-2016). Task: Predict the reactants needed to synthesize the given product. (1) The reactants are: C(O[C:6]([N:8]1[CH2:13][CH:12]=[C:11]([C:14]2[CH:19]=[C:18]([N+:20]([O-])=O)[CH:17]=[CH:16][C:15]=2[F:23])[CH2:10][CH2:9]1)=O)(C)(C)C.C1COCC1.[H-].[Al+3].[Li+].[H-].[H-].[H-]. Given the product [F:23][C:15]1[CH:16]=[CH:17][C:18]([NH2:20])=[CH:19][C:14]=1[C:11]1[CH2:12][CH2:13][N:8]([CH3:6])[CH2:9][CH:10]=1, predict the reactants needed to synthesize it. (2) The reactants are: [C:1]([N:8]1[CH:12]=[CH:11]N=C1)([N:3]1[CH:7]=[CH:6]N=[CH:4]1)=[O:2].[F:13][C:14]([F:25])([F:24])[O:15][C:16]1C=[CH:22][CH:21]=[CH:20][C:17]=1CN.C(N(C(C)C)CC)(C)C.Cl.[Cl:36][C:37]1[CH:49]=[CH:48][C:40]([O:41][CH:42]2[CH2:47]CNCC2)=[CH:39][CH:38]=1. Given the product [F:13][C:14]([F:25])([F:24])[O:15][C:16]1[CH:17]=[CH:20][CH:21]=[CH:22][C:11]=1[CH2:12][NH:8][C:1]([N:3]1[CH2:4][CH2:47][CH:42]([O:41][C:40]2[CH:39]=[CH:38][C:37]([Cl:36])=[CH:49][CH:48]=2)[CH2:6][CH2:7]1)=[O:2], predict the reactants needed to synthesize it. (3) Given the product [CH2:1]([N:8]1[CH2:13][CH2:12][C:11]2([C:21]3[C:20](=[O:22])[N:19]([CH2:23][C@H:24]([NH:31][C:32](=[O:38])[O:33][C:34]([CH3:35])([CH3:36])[CH3:37])[C:25]4[CH:30]=[CH:29][CH:28]=[CH:27][CH:26]=4)[C:18](=[O:39])[N:17]([CH2:40][C:41]4[C:46]([C:47]([F:48])([F:49])[F:50])=[CH:45][CH:44]=[CH:43][C:42]=4[F:51])[C:16]=3[CH2:15][CH2:52]2)[CH2:10][CH2:9]1)[C:2]1[CH:7]=[CH:6][CH:5]=[CH:4][CH:3]=1, predict the reactants needed to synthesize it. The reactants are: [CH2:1]([N:8]1[CH2:13][CH2:12][C:11]2([C:21]3[C:20](=[O:22])[N:19]([CH2:23][C@H:24]([NH:31][C:32](=[O:38])[O:33][C:34]([CH3:37])([CH3:36])[CH3:35])[C:25]4[CH:30]=[CH:29][CH:28]=[CH:27][CH:26]=4)[C:18](=[O:39])[N:17]([CH2:40][C:41]4[C:46]([C:47]([F:50])([F:49])[F:48])=[CH:45][CH:44]=[CH:43][C:42]=4[F:51])[C:16]=3[CH2:15]O2)[CH2:10][CH2:9]1)[C:2]1[CH:7]=[CH:6][CH:5]=[CH:4][CH:3]=1.[CH2:52](N1CCC2(C3C(=O)NC(=O)N(CC4C(C(F)(F)F)=CC=CC=4F)C=3CC2)CC1)C1C=CC=CC=1.